Task: Regression. Given a target protein amino acid sequence and a drug SMILES string, predict the binding affinity score between them. We predict pIC50 (pIC50 = -log10(IC50 in M); higher means more potent). Dataset: bindingdb_ic50.. Dataset: Drug-target binding data from BindingDB using IC50 measurements (1) The small molecule is O=C(Nc1ccncc1)c1cnccc1-c1ccc(F)cc1. The target protein sequence is MSRPPPTGKMPGAPETAPGDGAGASRQRKLEALIRDPRSPINVESLLDGLNSLVLDLDFPALRKNKNIDNFLNRYEKIVKKIRGLQMKAEDYDVVKVIGRGAFGEVQLVRHKASQKVYAMKLLSKFEMIKRSDSAFFWEERDIMAFANSPWVVQLFYAFQDDRYLYMVMEYMPGGDLVNLMSNYDVPEKWAKFYTAEVVLALDAIHSMGLIHRDVKPDNMLLDKHGHLKLADFGTCMKMDETGMVHCDTAVGTPDYISPEVLKSQGGDGFYGRECDWWSVGVFLYEMLVGDTPFYADSLVGTYSKIMDHKNSLCFPEDAEISKHAKNLICAFLTDREVRLGRNGVEEIRQHPFFKNDQWHWDNIRETAAPVVPELSSDIDSSNFDDIEDDKGDVETFPIPKAFVGNQLPFIGFTYYRENLLLSDSPSCRETDSIQSRKNEESQEIQKKLYTLEEHLSNEMQAKEELEQKCKSVNTRLEKTAKELEEEITLRKSVESALRQ.... The pIC50 is 2.4. (2) The drug is CCN(C)Cc1cccc(/C=C2\Oc3cc(OC)c(OC)cc3C2=O)c1. The target protein sequence is MVTEIHFLLWILLLCMLFGKSHTEEDVIITTKTGRVRGLSMPILGGTVTAFLGIPYAQPPLGSLRFKKPQPLNKWPDVYNATKYANSCYQNIDQAFPGFQGSEMWNPNTNLSEDCLYLNVWIPVPKPKNATVMVWVYGGGFQTGTSSLPVYDGKFLTRVERVIVVSMNYRVGALGFLAFPGNSEAPGNMGLFDQQLALQWIQRNIAAFGGNPKSVTLFGESAGAASVSLHLLCPQSYPLFTRAILESGSSNAPWAVKHPEEARNRTLTLAKFIGCSKENEKEIITCLRSKDPQEILLNEKLVLPSDSIRSINFGPTVDGDFLTDMPHTLLQLGKVKTAQILVGVNKDEGTAFLVYGAPGFSKDNDSLITRREFQEGLNMYFPGVSSLGKEAILFYYVDWLGDQTPEVYREAFDDIIGDYNIICPALEFTKKFAELEINAFFYYFEHRSSKLPWPEWMGVMHGYEIEFVFGLPLERRVNYTRAEEIFSRSIMKTWANFAKY.... The pIC50 is 4.6. (3) The pIC50 is 6.5. The target protein sequence is MFLYFITYLCIFHNNIYSVELIKNNKYNFINNVHNIKYRTKIRAIYGKTGGKIIGHGHSYPSTEIYNDELKKYVDTNDEWIRTRTGIKKRRILKRDENISMLQIDSATQALETSCLKPSDIDMVINASSTPQNLFGDANNISNKIGCKNSVNMDLTAACTGFIFAFVTAYNFLNRYKNILIVGSDALSNFVDWRDRNTCVLFGDAAGAVVLQRTEEKEENKIFNYYLGSDSELNDLLTINFDHDKYNLDKPNVNKYGKLYMNGKEVFKYTISNIPKILKKAIQHSNINIEDINYFIFHQANIRIIETVAKNLNIPMSKVLVNLDEYANTSAASIPLCFSENIKNGKIKTNDIICMCGFGAGMSYGCVILKY. The drug is Cc1ccc(S(=O)(=O)c2cc(O)c3cc4ccccc4cc3c2O)cc1. (4) The small molecule is O=C1c2cccc3cccc(c23)C(=O)N1CCCNCCCCCCCCCNCCCN1C(=O)c2cccc3cccc(c23)C1=O. The pIC50 is 5.2. The target protein sequence is MTASPRAPHQEHVLGEPTLEGLAHYIREKNVRRILVLVGAGASVAAGIPDFRSPDTGIYANLGKYNLEDPTDAFSLTLLREKPEIFYSIARELNLWPGHFQPTAVHHFIRLLQDEGRLLRCCTQNIDGLEKAAGVSPELLVEAHGSFAAAACIECHTPFSIEQNYLEAMSGTVSRCSTCGGIVKPNVVFFGENLPDAFFDALHHDAPIAELVIIIGTSMQVHPFALLPCVVPKSVPRVVMNRERVGGLLFRFPDDPLNTVHEDAVAKEGRSSSSQSRSPSASPRREEGGTEDSPSSPNEEVEEASTSSSSDGYGQYGDYHAHPDVCRDVLFRGDCQENVVTLAEYLGLSEALAKRMRLSDAAPATAQRAPNET. (5) The compound is O=C(C(=S)N1CCOCC1)c1cccc(I)c1. The target protein (O43175) has sequence MAFANLRKVLISDSLDPCCRKILQDGGLQVVEKQNLSKEELIAELQDCEGLIVRSATKVTADVINAAEKLQVVGRAGTGVDNVDLEAATRKGILVMNTPNGNSLSAAELTCGMIMCLARQIPQATASMKDGKWERKKFMGTELNGKTLGILGLGRIGREVATRMQSFGMKTIGYDPIISPEVSASFGVQQLPLEEIWPLCDFITVHTPLLPSTTGLLNDNTFAQCKKGVRVVNCARGGIVDEGALLRALQSGQCAGAALDVFTEEPPRDRALVDHENVISCPHLGASTKEAQSRCGEEIAVQFVDMVKGKSLTGVVNAQALTSAFSPHTKPWIGLAEALGTLMRAWAGSPKGTIQVITQGTSLKNAGNCLSPAVIVGLLKEASKQADVNLVNAKLLVKEAGLNVTTSHSPAAPGEQGFGECLLAVALAGAPYQAVGLVQGTTPVLQGLNGAVFRPEVPLRRDLPLLLFRTQTSDPAMLPTMIGLLAEAGVRLLSYQTSLV.... The pIC50 is 3.7.